Dataset: Forward reaction prediction with 1.9M reactions from USPTO patents (1976-2016). Task: Predict the product of the given reaction. (1) Given the reactants [CH3:1][C:2]1[CH:3]=[C:4]([N:11]2[CH2:15][CH2:14][CH:13]([NH:16]C(=O)C)[CH2:12]2)[CH:5]=[CH:6][C:7]=1[N+:8]([O-:10])=[O:9].Cl.[OH-].[Na+], predict the reaction product. The product is: [CH3:1][C:2]1[CH:3]=[C:4]([N:11]2[CH2:15][CH2:14][CH:13]([NH2:16])[CH2:12]2)[CH:5]=[CH:6][C:7]=1[N+:8]([O-:10])=[O:9]. (2) Given the reactants [CH3:1][CH:2]1[CH2:7][CH2:6][N:5]([C:8]([O:10][CH2:11][C:12]2[CH:17]=[CH:16][CH:15]=[CH:14][CH:13]=2)=[O:9])[CH2:4][CH:3]1[C:18]1[N:22]2[C:23]3[CH:29]=[CH:28][N:27](S(C4C=CC(C)=CC=4)(=O)=O)[C:24]=3[N:25]=[CH:26][C:21]2=[N:20][CH:19]=1.[OH-].[Na+], predict the reaction product. The product is: [CH:29]1[C:23]2[N:22]3[C:18]([CH:3]4[CH:2]([CH3:1])[CH2:7][CH2:6][N:5]([C:8]([O:10][CH2:11][C:12]5[CH:17]=[CH:16][CH:15]=[CH:14][CH:13]=5)=[O:9])[CH2:4]4)=[CH:19][N:20]=[C:21]3[CH:26]=[N:25][C:24]=2[NH:27][CH:28]=1.